Dataset: Full USPTO retrosynthesis dataset with 1.9M reactions from patents (1976-2016). Task: Predict the reactants needed to synthesize the given product. (1) Given the product [CH2:1]([N:3]1[CH:12]=[CH:11][C:10]2[C:5](=[CH:6][C:7]([C:15]3[N:16]=[N:17][C:18]([O:21][CH:22]4[CH2:27][C:26]([CH3:29])([CH3:28])[NH:25][C:24]([CH3:31])([CH3:30])[CH2:23]4)=[CH:19][CH:20]=3)=[C:8]([OH:13])[CH:9]=2)[C:4]1=[O:32])[CH3:2], predict the reactants needed to synthesize it. The reactants are: [CH2:1]([N:3]1[CH:12]=[CH:11][C:10]2[C:5](=[CH:6][C:7]([C:15]3[N:16]=[N:17][C:18]([O:21][CH:22]4[CH2:27][C:26]([CH3:29])([CH3:28])[NH:25][C:24]([CH3:31])([CH3:30])[CH2:23]4)=[CH:19][CH:20]=3)=[C:8]([O:13]C)[CH:9]=2)[C:4]1=[O:32])[CH3:2].B(Br)(Br)Br. (2) Given the product [NH2:4][CH2:5][CH2:6][C:7]1[CH:8]=[CH:9][C:10]([O:36][CH3:37])=[C:11]([NH:13][C:14](=[O:35])[C:15](=[N:19][NH:20][C:21]2[CH:26]=[CH:25][C:24]([N+:27]([O-:29])=[O:28])=[CH:23][C:22]=2[O:33][CH3:34])[C:16](=[O:18])[CH3:17])[CH:12]=1, predict the reactants needed to synthesize it. The reactants are: C([NH:4][CH2:5][CH2:6][C:7]1[CH:8]=[CH:9][C:10]([O:36][CH3:37])=[C:11]([NH:13][C:14](=[O:35])[C:15](=[N:19][NH:20][C:21]2[CH:26]=[CH:25][C:24]([N+:27]([O-:29])=[O:28])=[C:23]([N+]([O-])=O)[C:22]=2[O:33][CH3:34])[C:16](=[O:18])[CH3:17])[CH:12]=1)(=O)C.CN1C(=O)CCC1.Cl. (3) Given the product [C:1]([O:5][C:6]([N:8]1[CH2:13][CH2:12][CH:11]([O:14][C:15]2[CH:24]=[C:23]([O:25][CH:26]([CH3:31])[CH3:27])[CH:22]=[CH:21][C:16]=2[C:17]([O:19][CH3:20])=[O:18])[CH2:10][CH2:9]1)=[O:7])([CH3:4])([CH3:2])[CH3:3], predict the reactants needed to synthesize it. The reactants are: [C:1]([O:5][C:6]([N:8]1[CH2:13][CH2:12][CH:11]([O:14][C:15]2[CH:24]=[C:23]([OH:25])[CH:22]=[CH:21][C:16]=2[C:17]([O:19][CH3:20])=[O:18])[CH2:10][CH2:9]1)=[O:7])([CH3:4])([CH3:3])[CH3:2].[C:26]1(P(C2C=CC=CC=2)C2C=CC=CC=2)[CH:31]=CC=C[CH:27]=1.C(O)(C)C.N(C(OC(C)C)=O)=NC(OC(C)C)=O. (4) The reactants are: [Br:1][CH2:2][C:3]#[C:4][C:5]1[CH:10]=[CH:9][C:8](O)=[CH:7][CH:6]=1.C1(P(C2C=CC=CC=2)C2C=CC=CC=2)C=CC=CC=1.BrBr.[Cl:33]CCl. Given the product [Br:1][CH2:2][C:3]#[C:4][C:5]1[CH:10]=[CH:9][C:8]([Cl:33])=[CH:7][CH:6]=1, predict the reactants needed to synthesize it. (5) Given the product [O:14]1[CH2:18][CH2:17][CH:16]([CH2:19][NH:20][C:10]([C:7]2[O:6][C:5]([CH2:1][CH2:2][CH2:3][CH3:4])=[N:9][CH:8]=2)=[O:12])[CH2:15]1, predict the reactants needed to synthesize it. The reactants are: [CH2:1]([C:5]1[O:6][C:7]([C:10]([OH:12])=O)=[CH:8][N:9]=1)[CH2:2][CH2:3][CH3:4].Cl.[O:14]1[CH2:18][CH2:17][CH:16]([CH2:19][NH2:20])[CH2:15]1.C(N(CC)CC)C.ON1C2C=CC=CC=2N=N1.Cl.C(N=C=NCCCN(C)C)C. (6) Given the product [NH2:1][C:2]1[S:3][CH:4]=[C:5]([C:7]2[CH:18]=[CH:17][C:10]([C:11]([NH:13][CH:14]3[CH2:16][CH2:15]3)=[S:28])=[CH:9][CH:8]=2)[N:6]=1, predict the reactants needed to synthesize it. The reactants are: [NH2:1][C:2]1[S:3][CH:4]=[C:5]([C:7]2[CH:18]=[CH:17][C:10]([C:11]([NH:13][CH:14]3[CH2:16][CH2:15]3)=O)=[CH:9][CH:8]=2)[N:6]=1.COC1C=CC(P2(SP(C3C=CC(OC)=CC=3)(=S)S2)=[S:28])=CC=1. (7) Given the product [Cl:8][C:9]1[CH:10]=[C:11]([NH:15][C:16]2[N:21]=[C:20]([C:22]([F:24])([F:25])[F:23])[C:19]([CH2:26][O:27][CH2:29][CH:30]3[CH2:35][CH2:34][CH2:33][CH2:32][CH2:31]3)=[CH:18][N:17]=2)[CH:12]=[CH:13][CH:14]=1, predict the reactants needed to synthesize it. The reactants are: [H-].[Na+].CN(C)C=O.[Cl:8][C:9]1[CH:10]=[C:11]([NH:15][C:16]2[N:21]=[C:20]([C:22]([F:25])([F:24])[F:23])[C:19]([CH2:26][OH:27])=[CH:18][N:17]=2)[CH:12]=[CH:13][CH:14]=1.Br[CH2:29][CH:30]1[CH2:35][CH2:34][CH2:33][CH2:32][CH2:31]1.